From a dataset of Experimentally validated miRNA-target interactions with 360,000+ pairs, plus equal number of negative samples. Binary Classification. Given a miRNA mature sequence and a target amino acid sequence, predict their likelihood of interaction. (1) The miRNA is cel-miR-243-3p with sequence CGGUACGAUCGCGGCGGGAUAUC. The protein sequence of the target gene is MDCYRTSLSSSWIYPTVILCLFGFFSMMRPSEPFLIPYLSGPDKNLTSAEITNEIFPVWTYSYLVLLLPVFVLTDYVRYKPVIILQGISFIITWLLLLFGQGVKTMQVVEFFYGMVTAAEVAYYAYIYSVVSPEHYQRVSGYCRSVTLAAYTAGSVLAQLLVSLANMSYFYLNVISLASVSVAFLFSLFLPMPKKSMFFHAKPSREIKKSSSVNPVLEETHEGEAPGCEEQKPTSEILSTSGKLNKGQLNSLKPSNVTVDVFVQWFQDLKECYSSKRLFYWSLWWAFATAGFNQVLNYVQ.... Result: 0 (no interaction). (2) The miRNA is hsa-miR-4496 with sequence GAGGAAACUGAAGCUGAGAGGG. The protein sequence of the target gene is MTMGDMKTPDFDDLLAAFDIPDMVDPKAAIESGHDDHESHMKQNAHGEDDSHAPSSSDVGVSVIVKNVRNIDSSEGGEKDGHNPTGNGLHNGFLTASSLDSYSKDGAKSLKGDVPASEVTLKDSTFSQFSPISSAEEFDDDEKIEVDDPPDKEDMRSSFRSNVLTGSAPQQDYDKLKALGGENSSKTGLSTSGNVEKNKAVKRETEASSINLSVYEPFKVRKAEDKLKESSDKVLENRVLDGKLSSEKNDTSLPSVAPSKTKSSSKLSSCIAAIAALSAKKAASDSCKEPVANSRESSPL.... Result: 0 (no interaction). (3) The miRNA is mmu-miR-126a-5p with sequence CAUUAUUACUUUUGGUACGCG. The protein sequence of the target gene is MGNQLDRITHLNYSELPTGDPSGIEKDELRVGVAYFFSDEEEDLDERGQPDKFGVKGPPGCSPCPESPSRHHHHLLHQLVLNETQFSAFRGQECIFSKVTGGPQGADLSVYAVTALPAICEPGDLLELLWLQPATEQPAPAPHWAVYVGGGQVIHLHQGEIRQDSLYQAGAANVGRVVNSWYRYRPLVAELVVQNACGHLGLKSEEICWTNSESFAAWCRFGKREFKAGGEVPAGTQPPQQQYYLKVHLEENKVHTARFHSLEDLIREKRRIDASGRLRVLQELEDFVDDKE. Result: 0 (no interaction). (4) The miRNA is hsa-miR-520c-5p with sequence CUCUAGAGGGAAGCACUUUCUG. The protein sequence of the target gene is MTTANCGAHDELDFKLVFGEDGAPAPPPPGSRPADLEPDDCASIYIFNVDPPPSTLTTPLCLPHHGLPSHSSVLSPSFQLQSHKNYEGTCEIPESKYSPLGGPKPFECPSIQITSISPNCHQELDAHEDDLQINDPEREFLERPSRDHLYLPLEPSYRESSLSPSPASSISSRSWFSDASSCESLSHIYDDVDSELNEAAARFTLGSPLTSPGGSPGGCPGEETWHQQYGLGHSLSPRQSPCHSPRSSVTDENWLSPRPASGPSSRPTSPCGKRRHSSAEVCYAGSLSPHHSPVPSPGHS.... Result: 1 (interaction). (5) The miRNA is hsa-miR-4697-3p with sequence UGUCAGUGACUCCUGCCCCUUGGU. The protein sequence of the target gene is MGLLLMILASAVLGSFLTLLAQFFLLYRRQPEPPADEAARAGEGFRYIKPVPGLLLREYLYGGGRDEEPSGAAPEGGATPTAAPETPAPPTRETCYFLNATILFLFRELRDTALTRRWVTKKIKVEFEELLQTKTAGRLLEGLSLRDVFLGETVPFIKTIRLVRPVVPSATGEPDGPEGEALPAACPEELAFEAEVEYNGGFHLAIDVDLVFGKSAYLFVKLSRVVGRLRLVFTRVPFTHWFFSFVEDPLIDFEVRSQFEGRPMPQLTSIIVNQLKKIIKRKHTLPNYKIRFKPFFPYQT.... Result: 1 (interaction). (6) Result: 0 (no interaction). The protein sequence of the target gene is MKMANSLRGEVLKLYKNLLYLGRDYPKGADYFKKRLKNIFLKNKDVKNPEKIKELIAQGEFVMKELEALYFLRKYRAMKQRYYSDTNKTN. The miRNA is mmu-miR-409-5p with sequence AGGUUACCCGAGCAACUUUGCAU. (7) The miRNA is hsa-miR-6767-5p with sequence UCGCAGACAGGGACACAUGGAGA. The protein sequence of the target gene is MCAQYCISFADVEKAHINIQDSIHLTPVLTSSILNQIAGRNLFFKCELFQKTGSFKIRGALNAIRGLIPDTPEEKPKAVVTHSSGNHGQALTYAAKLEGIPAYIVVPQTAPNCKKLAIQAYGASIVYCDPSDESREKVTQRIMQETEGILVHPNQEPAVIAGQGTIALEVLNQVPLVDALVVPVGGGGMVAGIAITIKALKPSVKVYAAEPSNADDCYQSKLKGELTPNLHPPETIADGVKSSIGLNTWPIIRDLVDDVFTVTEDEIKYATQLVWGRMKLLIEPTAGVALAAVLSQHFQT.... Result: 0 (no interaction). (8) The miRNA is hsa-miR-98-5p with sequence UGAGGUAGUAAGUUGUAUUGUU. The protein sequence of the target gene is MAAALPLQPSTTASATTTATAVALGEVEDEGLLASLFRDRFPEAQWREKPDVGRYLRELSGSGLDRLRREPERLAEERAQRLQQTRDLAFANYKTFIRGAECTERIHRLFGDVEASLGRLLDRLPRFQQSCRNFVKEAEEISSSRRMNTLTLNRHTEILEILEIPQLMDTCVRNSYHEEALELAAYVRRLERKYSSIPVIQGIVNEVRQSMQLMLSQLIQQLRTNIQLPACLRVIGYLRRMDVFTEAELRVKFLQARDAWLRSILTAIPNDDPYFHITKTIEACRVHLFDIITQYRAIFS.... Result: 0 (no interaction). (9) Result: 0 (no interaction). The miRNA is hsa-miR-3195 with sequence CGCGCCGGGCCCGGGUU. The protein sequence of the target gene is MASVRASPRSALLLLLAAAGVAEVTGGLAPGSAGAVCCNHSKDNQMCRDVCEQIFSSKSESRLKHLLQRAPDYCPETMVEIWSCMNSSLPGVFKKSDGWVGLGCCELAIGLECRQACKQASSKNDISKVCRKEYENALFSCISRNEMGSVCCSYAGHHTNCREFCQAIFRTDSSPGPSQIKAVENYCASISPQLIHCVNNYTQSYPMRNPTDSLYCCDRAEDHACQNACKRILMSKKTEMEIVDGLIEGCKTQPLPQDPLWQCFLESSQSVHPGVTVHPPPSTGLDGAKLHCCSKANTST....